This data is from Full USPTO retrosynthesis dataset with 1.9M reactions from patents (1976-2016). The task is: Predict the reactants needed to synthesize the given product. (1) Given the product [Cl:1][C:2]1[CH:3]=[C:4]([CH:9]2[O:15][CH2:14][CH2:13][N:12]([C:16]([O:18][C:19]([CH3:20])([CH3:21])[CH3:22])=[O:17])[CH2:11][CH:10]2[CH2:23][O:24][S:33]([CH3:32])(=[O:35])=[O:34])[CH:5]=[CH:6][C:7]=1[Cl:8], predict the reactants needed to synthesize it. The reactants are: [Cl:1][C:2]1[CH:3]=[C:4]([CH:9]2[O:15][CH2:14][CH2:13][N:12]([C:16]([O:18][C:19]([CH3:22])([CH3:21])[CH3:20])=[O:17])[CH2:11][CH:10]2[CH2:23][OH:24])[CH:5]=[CH:6][C:7]=1[Cl:8].C(N(CC)CC)C.[CH3:32][S:33](Cl)(=[O:35])=[O:34]. (2) Given the product [Cl:47][C:42]1[CH:43]=[CH:44][CH:45]=[CH:46][C:41]=1[C@H:39]([O:38][C:31]1[CH:30]=[C:29]([N:26]2[C:25]3[CH:48]=[CH:49][C:22]([C:9]4[CH:13]=[N:12][NH:11][CH:10]=4)=[CH:23][C:24]=3[N:28]=[CH:27]2)[S:33][C:32]=1[C:34]([O:36][CH3:37])=[O:35])[CH3:40], predict the reactants needed to synthesize it. The reactants are: CC1(C)C(C)(C)OB([C:9]2[CH:10]=[N:11][NH:12][CH:13]=2)O1.C(=O)([O-])[O-].[Na+].[Na+].Br[C:22]1[CH:49]=[CH:48][C:25]2[N:26]([C:29]3[S:33][C:32]([C:34]([O:36][CH3:37])=[O:35])=[C:31]([O:38][C@@H:39]([C:41]4[CH:46]=[CH:45][CH:44]=[CH:43][C:42]=4[Cl:47])[CH3:40])[CH:30]=3)[CH:27]=[N:28][C:24]=2[CH:23]=1. (3) Given the product [Br:1][C:2]1[CH:3]=[C:4]([C:8]2([C:13]([OH:17])=[O:15])[CH2:12][CH2:11][CH2:10][CH2:9]2)[CH:5]=[N:6][CH:7]=1, predict the reactants needed to synthesize it. The reactants are: [Br:1][C:2]1[CH:3]=[C:4]([C:8]2([C:13]#N)[CH2:12][CH2:11][CH2:10][CH2:9]2)[CH:5]=[N:6][CH:7]=1.[OH-:15].[Na+].[OH2:17].